From a dataset of Forward reaction prediction with 1.9M reactions from USPTO patents (1976-2016). Predict the product of the given reaction. (1) Given the reactants CC(C)([O-])C.[K+].Cl.CO[NH2:10].[Cl:11][C:12]1[CH:13]=[C:14]([C:18]([N+:21]([O-:23])=[O:22])=[CH:19][CH:20]=1)[C:15]([OH:17])=[O:16], predict the reaction product. The product is: [NH2:10][C:19]1[C:18]([N+:21]([O-:23])=[O:22])=[C:14]([CH:13]=[C:12]([Cl:11])[CH:20]=1)[C:15]([OH:17])=[O:16]. (2) Given the reactants [C:1]([C:4]1[C:5](=[O:19])[NH:6][C:7]2[C:12]([C:13]=1O)=[CH:11][C:10]1[CH:15]=[CH:16][CH:17]=[CH:18][C:9]=1[CH:8]=2)(=O)[CH3:2].[NH2:20][NH2:21], predict the reaction product. The product is: [CH3:2][C:1]1[NH:20][N:21]=[C:13]2[C:12]3[CH:11]=[C:10]4[CH:15]=[CH:16][CH:17]=[CH:18][C:9]4=[CH:8][C:7]=3[NH:6][C:5](=[O:19])[C:4]=12. (3) Given the reactants [C:1]1([C:11]([OH:13])=[O:12])[C:10]2[C:5](=[CH:6][CH:7]=[CH:8][CH:9]=2)[CH:4]=[CH:3][CH:2]=1.[CH2:14](Br)[CH2:15][CH3:16], predict the reaction product. The product is: [CH2:14]([O:12][C:11]([C:1]1[C:10]2[C:5](=[CH:6][CH:7]=[CH:8][CH:9]=2)[CH:4]=[CH:3][CH:2]=1)=[O:13])[CH2:15][CH3:16]. (4) Given the reactants [Br:1][C:2]1[N:6]2[C:7](O)=[N:8][C:9]([C:12]3[CH:17]=[CH:16][C:15]([Cl:18])=[CH:14][C:13]=3[Cl:19])=[C:10]([Br:11])[C:5]2=[N:4][CH:3]=1.P(Cl)(Cl)([Cl:23])=O.C(=O)(O)[O-].[Na+], predict the reaction product. The product is: [Br:1][C:2]1[N:6]2[C:7]([Cl:23])=[N:8][C:9]([C:12]3[CH:17]=[CH:16][C:15]([Cl:18])=[CH:14][C:13]=3[Cl:19])=[C:10]([Br:11])[C:5]2=[N:4][CH:3]=1. (5) Given the reactants [OH:1][CH2:2][C:3]1[CH:8]=[C:7]([N+:9]([O-:11])=[O:10])[CH:6]=[CH:5][C:4]=1[OH:12].[CH2:13](Br)[C:14]1[CH:19]=[CH:18][CH:17]=[CH:16][CH:15]=1.COC(O)C1C=C([N+]([O-])=O)C=CC=1OC, predict the reaction product. The product is: [CH2:13]([O:12][C:4]1[CH:5]=[CH:6][C:7]([N+:9]([O-:11])=[O:10])=[CH:8][C:3]=1[CH2:2][OH:1])[C:14]1[CH:19]=[CH:18][CH:17]=[CH:16][CH:15]=1. (6) Given the reactants C([N:8]1[CH2:13][CH2:12][N:11]([C:14]2[C:19]([CH2:20][O:21][CH3:22])=[CH:18][CH:17]=[CH:16][N:15]=2)[CH2:10][CH2:9]1)C1C=CC=CC=1.C([O-])=O.[NH4+].C=O, predict the reaction product. The product is: [CH3:22][O:21][CH2:20][C:19]1[C:14]([N:11]2[CH2:12][CH2:13][NH:8][CH2:9][CH2:10]2)=[N:15][CH:16]=[CH:17][CH:18]=1. (7) Given the reactants C(O[C:6](=O)[NH:7][C:8]1[CH:13]=[C:12]([N:14]2[CH2:19][CH2:18][C:17]([F:21])([F:20])[CH2:16][CH2:15]2)[CH:11]=[C:10]([CH2:22][S:23][C:24]2[O:25][C:26]([CH3:30])=[C:27]([CH3:29])[N:28]=2)[N:9]=1)(C)(C)C.[H-].[Na+].[CH:34]([S:36]([CH3:39])(=[O:38])=[O:37])=C.[Cl-].[NH4+], predict the reaction product. The product is: [F:20][C:17]1([F:21])[CH2:18][CH2:19][N:14]([C:12]2[CH:11]=[C:10]([CH2:22][S:23][C:24]3[O:25][C:26]([CH3:30])=[C:27]([CH3:29])[N:28]=3)[N:9]=[C:8]([NH:7][CH2:6][CH2:34][S:36]([CH3:39])(=[O:38])=[O:37])[CH:13]=2)[CH2:15][CH2:16]1. (8) Given the reactants [CH2:1]([O:8][C:9]1[CH:18]=[C:17]2[C:12]([CH:13]=[CH:14][CH:15]=[C:16]2N)=[CH:11][CH:10]=1)[C:2]1[CH:7]=[CH:6][CH:5]=[CH:4][CH:3]=1.N([O-])=O.[Na+].[I-:24].[K+], predict the reaction product. The product is: [CH2:1]([O:8][C:9]1[CH:18]=[C:17]2[C:12]([CH:13]=[CH:14][CH:15]=[C:16]2[I:24])=[CH:11][CH:10]=1)[C:2]1[CH:7]=[CH:6][CH:5]=[CH:4][CH:3]=1.